Dataset: Catalyst prediction with 721,799 reactions and 888 catalyst types from USPTO. Task: Predict which catalyst facilitates the given reaction. (1) Reactant: [N:1]1[C:10]2[C:5](=[CH:6][CH:7]=[CH:8][CH:9]=2)[CH:4]=[C:3]([C:11]2[CH:12]=[CH:13][C:14]3[O:20][CH2:19][CH2:18][N:17](C(OC(C)(C)C)=O)[CH2:16][C:15]=3[CH:28]=2)[CH:2]=1.[ClH:29]. Product: [ClH:29].[N:1]1[C:10]2[C:5](=[CH:6][CH:7]=[CH:8][CH:9]=2)[CH:4]=[C:3]([C:11]2[CH:12]=[CH:13][C:14]3[O:20][CH2:19][CH2:18][N:17]=[CH:16][C:15]=3[CH:28]=2)[CH:2]=1. The catalyst class is: 12. (2) Reactant: [CH3:1][C:2]1[C:7]([B:8]2[O:12][C:11]([CH3:14])([CH3:13])[C:10]([CH3:16])([CH3:15])[O:9]2)=[CH:6][CH:5]=[CH:4][C:3]=1[NH2:17].[F:18][C:19]([F:30])([F:29])[C:20]1[CH:21]=[C:22]([CH:26]=[CH:27][CH:28]=1)[C:23](Cl)=[O:24].C(N(CC)CC)C. Product: [CH3:1][C:2]1[C:7]([B:8]2[O:12][C:11]([CH3:13])([CH3:14])[C:10]([CH3:16])([CH3:15])[O:9]2)=[CH:6][CH:5]=[CH:4][C:3]=1[NH:17][C:23](=[O:24])[C:22]1[CH:26]=[CH:27][CH:28]=[C:20]([C:19]([F:18])([F:29])[F:30])[CH:21]=1. The catalyst class is: 2. (3) Reactant: [C:1]1([CH2:7][N:8]2[CH2:13][CH2:12][C:11]3([C:21]4[C:16](=[CH:17][CH:18]=[CH:19][CH:20]=4)[C:15](=O)[O:14]3)[CH2:10][CH2:9]2)[CH:6]=[CH:5][CH:4]=[CH:3][CH:2]=1.COC1C=CC(P2(=S)SP(=S)(C3C=CC(OC)=CC=3)[S:32]2)=CC=1.[NH4+].[Cl-]. Product: [CH2:7]([N:8]1[CH2:13][CH2:12][C:11]2([C:21]3[C:16](=[CH:17][CH:18]=[CH:19][CH:20]=3)[C:15](=[S:32])[O:14]2)[CH2:10][CH2:9]1)[C:1]1[CH:6]=[CH:5][CH:4]=[CH:3][CH:2]=1. The catalyst class is: 11.